This data is from NCI-60 drug combinations with 297,098 pairs across 59 cell lines. The task is: Regression. Given two drug SMILES strings and cell line genomic features, predict the synergy score measuring deviation from expected non-interaction effect. (1) Drug 1: CC1=C(N=C(N=C1N)C(CC(=O)N)NCC(C(=O)N)N)C(=O)NC(C(C2=CN=CN2)OC3C(C(C(C(O3)CO)O)O)OC4C(C(C(C(O4)CO)O)OC(=O)N)O)C(=O)NC(C)C(C(C)C(=O)NC(C(C)O)C(=O)NCCC5=NC(=CS5)C6=NC(=CS6)C(=O)NCCC[S+](C)C)O. Drug 2: CCC1(C2=C(COC1=O)C(=O)N3CC4=CC5=C(C=CC(=C5CN(C)C)O)N=C4C3=C2)O.Cl. Cell line: MCF7. Synergy scores: CSS=22.8, Synergy_ZIP=-2.22, Synergy_Bliss=1.78, Synergy_Loewe=2.27, Synergy_HSA=5.13. (2) Drug 1: CN(C)N=NC1=C(NC=N1)C(=O)N. Drug 2: C1=NC(=NC(=O)N1C2C(C(C(O2)CO)O)O)N. Cell line: SN12C. Synergy scores: CSS=2.35, Synergy_ZIP=-1.69, Synergy_Bliss=0.501, Synergy_Loewe=-2.98, Synergy_HSA=0.112.